Dataset: Full USPTO retrosynthesis dataset with 1.9M reactions from patents (1976-2016). Task: Predict the reactants needed to synthesize the given product. Given the product [Br:1][C:2]1[CH:10]=[C:9]([NH:11][C:12](=[O:13])[O:14][C:15]([CH3:17])([CH3:16])[CH3:18])[CH:8]=[C:4]([CH2:5][OH:6])[CH:3]=1, predict the reactants needed to synthesize it. The reactants are: [Br:1][C:2]1[CH:3]=[C:4]([CH:8]=[C:9]([NH:11][C:12]([O:14][C:15]([CH3:18])([CH3:17])[CH3:16])=[O:13])[CH:10]=1)[C:5](O)=[O:6].B.